The task is: Predict the reactants needed to synthesize the given product.. This data is from Full USPTO retrosynthesis dataset with 1.9M reactions from patents (1976-2016). (1) Given the product [CH3:1][O:2][C:3]([C:5]1[N:6]([CH2:23][C:24]2[CH:32]=[CH:31][C:27]3[O:28][CH2:29][O:30][C:26]=3[CH:25]=2)[C:7](=[O:22])[C:8]2[C:13]([C:14]=1[C:15]1[CH:20]=[CH:19][CH:18]=[CH:17][CH:16]=1)=[CH:12][C:11]([C:33]1[CH:38]=[CH:37][CH:36]=[CH:35][CH:34]=1)=[CH:10][CH:9]=2)=[O:4], predict the reactants needed to synthesize it. The reactants are: [CH3:1][O:2][C:3]([C:5]1[N:6]([CH2:23][C:24]2[CH:32]=[CH:31][C:27]3[O:28][CH2:29][O:30][C:26]=3[CH:25]=2)[C:7](=[O:22])[C:8]2[C:13]([C:14]=1[C:15]1[CH:20]=[CH:19][CH:18]=[CH:17][CH:16]=1)=[CH:12][C:11](Br)=[CH:10][CH:9]=2)=[O:4].[C:33]1(B(O)O)[CH:38]=[CH:37][CH:36]=[CH:35][CH:34]=1.C1(C)C=CC=CC=1.C(=O)([O-])[O-].[Na+].[Na+]. (2) The reactants are: Cl.[C:2]([O:6][C:7](=[O:15])[NH:8][C:9]1([C:12](=[NH:14])[NH2:13])[CH2:11][CH2:10]1)([CH3:5])([CH3:4])[CH3:3].CN(C)[CH:18]=[C:19]([Br:22])[CH:20]=O.CCO. Given the product [C:2]([O:6][C:7](=[O:15])[NH:8][C:9]1([C:12]2[N:13]=[CH:20][C:19]([Br:22])=[CH:18][N:14]=2)[CH2:11][CH2:10]1)([CH3:5])([CH3:3])[CH3:4], predict the reactants needed to synthesize it. (3) Given the product [CH3:1][C:2]1[C:10]([OH:13])=[CH:9][CH:8]=[CH:7][C:3]=1[C:4]([OH:6])=[O:5], predict the reactants needed to synthesize it. The reactants are: [CH3:1][C:2]1[C:10](N)=[CH:9][CH:8]=[CH:7][C:3]=1[C:4]([OH:6])=[O:5].S(=O)(=O)(O)[OH:13].N([O-])=O.[Na+]. (4) Given the product [Cl:31][C:11]1[C:12]([CH:14]([S:23][C:24]2[CH:25]=[CH:26][C:27]([Cl:30])=[CH:28][CH:29]=2)[C:15]2[CH:20]=[C:19]([F:21])[CH:18]=[CH:17][C:16]=2[F:22])=[CH:13][C:8]([NH:32][CH2:33][CH2:34][N:35]2[CH2:40][CH2:39][O:38][CH2:37][CH2:36]2)=[N:9][CH:10]=1, predict the reactants needed to synthesize it. The reactants are: O1CCOCC1.Cl[C:8]1[CH:13]=[C:12]([CH:14]([S:23][C:24]2[CH:29]=[CH:28][C:27]([Cl:30])=[CH:26][CH:25]=2)[C:15]2[CH:20]=[C:19]([F:21])[CH:18]=[CH:17][C:16]=2[F:22])[C:11]([Cl:31])=[CH:10][N:9]=1.[NH2:32][CH2:33][CH2:34][N:35]1[CH2:40][CH2:39][O:38][CH2:37][CH2:36]1. (5) Given the product [Cl:9][C:10]1[CH:18]=[C:17]2[C:13]([C:14]([NH:19][C:6]([C:2]3[S:1][CH:5]=[CH:4][CH:3]=3)=[O:7])=[N:15][NH:16]2)=[CH:12][CH:11]=1, predict the reactants needed to synthesize it. The reactants are: [S:1]1[CH:5]=[CH:4][CH:3]=[C:2]1[C:6](Cl)=[O:7].[Cl:9][C:10]1[CH:18]=[C:17]2[C:13]([C:14]([NH2:19])=[N:15][NH:16]2)=[CH:12][CH:11]=1.